From a dataset of Drug-target binding data from BindingDB using Kd measurements. Regression. Given a target protein amino acid sequence and a drug SMILES string, predict the binding affinity score between them. We predict pKd (pKd = -log10(Kd in M); higher means stronger binding). Dataset: bindingdb_kd. (1) The pKd is 7.2. The target protein (Q07817) has sequence MSQSNRELVVDFLSYKLSQKGYSWSQFSDVEENRTEAPEGTESEMETPSAINGNPSWHLADSPAVNGATGHSSSLDAREVIPMAAVKQALREAGDEFELRYRRAFSDLTSQLHITPGTAYQSFEQVVNELFRDGVNWGRIVAFFSFGGALCVESVDKEMQVLVSRIAAWMATYLNDHLEPWIQENGGWDTFVELYGNNAAAESRKGQERFNRWFLTGMTVAGVVLLGSLFSRK. The small molecule is CC(N=Nc1nc2ccccc2s1)c1cccc(-c2cccc(C(=O)O)n2)c1. (2) The compound is CO[C@@H]1[C@H](N(C)C(=O)c2ccccc2)C[C@H]2O[C@]1(C)n1c3ccccc3c3c4c(c5c6ccccc6n2c5c31)C(=O)N[C@H]4O. The target protein (Q9HC98) has sequence MAGQPGHMPHGGSSNNLCHTLGPVHPPDPQRHPNTLSFRCSLADFQIEKKIGRGQFSEVYKATCLLDRKTVALKKVQIFEMMDAKARQDCVKEIGLLKQLNHPNIIKYLDSFIEDNELNIVLELADAGDLSQMIKYFKKQKRLIPERTVWKYFVQLCSAVEHMHSRRVMHRDIKPANVFITATGVVKLGDLGLGRFFSSETTAAHSLVGTPYYMSPERIHENGYNFKSDIWSLGCLLYEMAALQSPFYGDKMNLFSLCQKIEQCDYPPLPGEHYSEKLRELVSMCICPDPHQRPDIGYVHQVAKQMHIWMSST. The pKd is 5.0. (3) The drug is CCN(CC)CCNC(=O)c1c(C)[nH]c(/C=C2\C(=O)Nc3ccc(F)cc32)c1C. The target protein (P78356) has sequence MSSNCTSTTAVAVAPLSASKTKTKKKHFVCQKVKLFRASEPILSVLMWGVNHTINELSNVPVPVMLMPDDFKAYSKIKVDNHLFNKENLPSRFKFKEYCPMVFRNLRERFGIDDQDYQNSVTRSAPINSDSQGRCGTRFLTTYDRRFVIKTVSSEDVAEMHNILKKYHQFIVECHGNTLLPQFLGMYRLTVDGVETYMVVTRNVFSHRLTVHRKYDLKGSTVAREASDKEKAKDLPTFKDNDFLNEGQKLHVGEESKKNFLEKLKRDVEFLAQLKIMDYSLLVGIHDVDRAEQEEMEVEERAEDEECENDGVGGNLLCSYGTPPDSPGNLLSFPRFFGPGEFDPSVDVYAMKSHESSPKKEVYFMAIIDILTPYDTKKKAAHAAKTVKHGAGAEISTVNPEQYSKRFNEFMSNILT. The pKd is 7.4. (4) The small molecule is [N-]=[N+]=Nc1cc2c(cc1Cl)Oc1cc(Cl)c(Cl)cc1O2. The target protein (P30561) has sequence MSSGANITYASRKRRKPVQKTVKPIPAEGIKSNPSKRHRDRLNTELDRLASLLPFPQDVINKLDKLSVLRLSVSYLRAKSFFDVALKSTPADRNGGQDQCRAQIRDWQDLQEGEFLLQALNGFVLVVTADALVFYASSTIQDYLGFQQSDVIHQSVYELIHTEDRAEFQRQLHWALNPDSAQGVDEAHGPPQAAVYYTPDQLPPENASFMERCFRCRLRCLLDNSSGFLAMNFQGRLKYLHGQNKKGKDGALLPPQLALFAIATPLQPPSILEIRTKNFIFRTKHKLDFTPIGCDAKGQLILGYTEVELCTRGSGYQFIHAADMLHCAESHIRMIKTGESGMTVFRLFAKHSRWRWVQSNARLIYRNGRPDYIIATQRPLTDEEGREHLQKRSTSLPFMFATGEAVLYEISSPFSPIMDPLPIRTKSNTSRKDWAPQSTPSKDSFHPSSLMSALIQQDESIYLCPPSSPAPLDSHFLMGSVSKCGSWQDSFAAAGSEAAL.... The pKd is 9.2. (5) The small molecule is Cc1cc(Nc2cc(N3CCN(C)CC3)nc(Sc3ccc(NC(=O)C4CC4)cc3)n2)[nH]n1. The target protein sequence is HHSTVADGLITTLHYPAPKRNKPTVYGVSPNYDKWEMERTDITMKHKLGGGQYGEVYEGVWKKYSLTVAVKTLKEDTMEVEEFLKEAAVMKEIKHPNLVQLLGVCTREPPFYIITEFMTYGNLLDYLRECNRQEVNAVVLLYMATQISSAMEYLEKKNVIHRDLAARNCLVGENHLVKVADFGLSRLMTGDTYTAHAGAKFPIKWTAPESLAYNKFSIKSDVWAFGVLLWEIATYGMSPYPGIDLSQVYELLEKDYRMERPEGCPEKVYELMRACWQWNPSDRPSFAEIHQAFETMFQES. The pKd is 7.7. (6) The drug is CNC(=O)c1cc(Oc2ccc(NC(=O)Nc3ccc(Cl)c(C(F)(F)F)c3)cc2)ccn1. The target protein sequence is MEAPLRPAADILRRNPQQDYELVQRVGSGTYGDVYKARNVHTGELAAVKIIKLEPGDDFSLIQQEIFMVKECKHCNIVAYFGSYLSREKLWICMEYCGGGSLQDIYHVTGPLSELQIAYVCRETLQGLAYLHTKGKMHRDIKGANILLTDHGDVKLADFGVAAKITATIAKRKSFIGTPYWMAPEVAAVEKNGGYNQLCDIWAVGITAIELGELQPPMFDLHPMRALFLMSKSNFQPPKLKDKTKWSSTFHNFVKIALTKNPKKRPTAERLLTHTFVAQPGLSRALAVELLDKVNNPDNHAHYTEADDDDFEPHAIIRHTIRSTNRNARAERTASEINFDKLQFEPPLRKETEARDEMGLSSDPNFMLQWNPFVDGANTGKSTSKRAIPPPLPPKPRISSYPEDNFPDEEKASTIKHCPDSESRAPQILRRQSSPSCGPVAETSSIGNGDGISKLMSENTEGSAQAPQLPRKNDKRDFPKPAINGLPPTPKVLMGACFSK.... The pKd is 5.8. (7) The small molecule is NCCCCCO[C@H]1O[C@H](CO)[C@@H](O[C@@H]2O[C@@H](C(=O)[O-])[C@@H](O[C@H]3O[C@H](CO)[C@@H](O[C@@H]4O[C@@H](C(=O)[O-])[C@@H](O[C@H]5O[C@H](CO)[C@@H](O[C@@H]6O[C@@H](C(=O)[O-])[C@@H](O)[C@H](O)[C@H]6OS(=O)(=O)[O-])[C@H](O)[C@H]5NS(=O)(=O)[O-])[C@H](O)[C@H]4OS(=O)(=O)[O-])[C@H](O)[C@H]3NS(=O)(=O)[O-])[C@H](O)[C@H]2OS(=O)(=O)[O-])[C@H](O)[C@H]1NS(=O)(=O)[O-].[Na+].[Na+].[Na+].[Na+].[Na+].[Na+].[Na+].[Na+].[Na+]. The target protein (Q8N474) has sequence MGIGRSEGGRRGAALGVLLALGAALLAVGSASEYDYVSFQSDIGPYQSGRFYTKPPQCVDIPADLRLCHNVGYKKMVLPNLLEHETMAEVKQQASSWVPLLNKNCHAGTQVFLCSLFAPVCLDRPIYPCRWLCEAVRDSCEPVMQFFGFYWPEMLKCDKFPEGDVCIAMTPPNATEASKPQGTTVCPPCDNELKSEAIIEHLCASEFALRMKIKEVKKENGDKKIVPKKKKPLKLGPIKKKDLKKLVLYLKNGADCPCHQLDNLSHHFLIMGRKVKSQYLLTAIHKWDKKNKEFKNFMKKMKNHECPTFQSVFK. The pKd is 5.0. (8) The small molecule is Cc1ccc(Nc2nccc(N(C)c3ccc4c(C)n(C)nc4c3)n2)cc1S(N)(=O)=O. The target protein (Q9UPE1) has sequence MSASTGGGGDSGGSGGSSSSSQASCGPESSGSELALATPVPQMLQGLLGSDDEEQEDPKDYCKGGYHPVKIGDVFNGRYHVVRKLGWGHFSTVWLCWDIQRKRFVALKVVKSAGHYTETAVDEIKLLKCVRDSDPSDPKRETIVQLIDDFRISGVNGVHVCMVLEVLGHQLLKWIIKSNYQGLPVPCVKSIVRQVLHGLDYLHTKCKIIHTDIKPENILLCVGDAYIRRLAAEATEWQQAGAPPPSRSIVSTAPQEVLQTGKLSKNKRKKMRRKRKQQKRLLEERLRDLQRLEAMEAATQAEDSGLRLDGGSGSTSSSGCHPGGARAGPSPASSSPAPGGGRSLSAGSQTSGFSGSLFSPASCSILSGSSNQRETGGLLSPSTPFGASNLLVNPLEPQNADKIKIKIADLGNACWVHKHFTEDIQTRQYRAVEVLIGAEYGPPADIWSTACMAFELATGDYLFEPHSGEDYSRDEDHIAHIVELLGDIPPAFALSGRYSR.... The pKd is 5.0.